From a dataset of Full USPTO retrosynthesis dataset with 1.9M reactions from patents (1976-2016). Predict the reactants needed to synthesize the given product. (1) Given the product [NH2:21][C:17]1[N:18]=[C:19]([N:1]2[C:9]3[C:4](=[CH:5][CH:6]=[C:7]([C:10]#[N:11])[CH:8]=3)[CH:3]=[N:2]2)[CH:20]=[CH:15][N:16]=1, predict the reactants needed to synthesize it. The reactants are: [NH:1]1[C:9]2[C:4](=[CH:5][CH:6]=[C:7]([C:10]#[N:11])[CH:8]=2)[CH:3]=[N:2]1.[H-].[Na+].Cl[C:15]1[CH:20]=[CH:19][N:18]=[C:17]([NH2:21])[N:16]=1. (2) Given the product [Si:1]([O:18][CH2:19][C:20]1[C:25]([N:26]2[CH2:31][C@H:30]([CH3:32])[O:29][C@H:28]([CH3:33])[CH2:27]2)=[C:24]([F:34])[C:23]([F:35])=[C:22]([C:39]([C:41]2[S:45][CH:44]=[N:43][CH:42]=2)=[O:40])[CH:21]=1)([C:14]([CH3:16])([CH3:17])[CH3:15])([C:2]1[CH:7]=[CH:6][CH:5]=[CH:4][CH:3]=1)[C:8]1[CH:13]=[CH:12][CH:11]=[CH:10][CH:9]=1, predict the reactants needed to synthesize it. The reactants are: [Si:1]([O:18][CH2:19][C:20]1[C:25]([N:26]2[CH2:31][C@H:30]([CH3:32])[O:29][C@H:28]([CH3:33])[CH2:27]2)=[C:24]([F:34])[C:23]([F:35])=[CH:22][CH:21]=1)([C:14]([CH3:17])([CH3:16])[CH3:15])([C:8]1[CH:13]=[CH:12][CH:11]=[CH:10][CH:9]=1)[C:2]1[CH:7]=[CH:6][CH:5]=[CH:4][CH:3]=1.CON(C)[C:39]([C:41]1[S:45][CH:44]=[N:43][CH:42]=1)=[O:40]. (3) Given the product [Cl:16][C:17]1[CH:18]=[C:19]([NH:23][C:24]([N:7]2[CH:2]([CH3:1])[CH2:3][C:4]3[NH:10][N:9]=[C:8]([C:11]4[S:12][CH:13]=[CH:14][CH:15]=4)[C:5]=3[CH2:6]2)=[O:25])[CH:20]=[CH:21][CH:22]=1, predict the reactants needed to synthesize it. The reactants are: [CH3:1][CH:2]1[NH:7][CH2:6][C:5]2[C:8]([C:11]3[S:12][CH:13]=[CH:14][CH:15]=3)=[N:9][NH:10][C:4]=2[CH2:3]1.[Cl:16][C:17]1[CH:18]=[C:19]([NH:23][C:24](=O)[O:25]C2C=CC=CC=2)[CH:20]=[CH:21][CH:22]=1.O. (4) Given the product [F:1][C:2]1[CH:21]=[CH:20][C:5]([CH2:6][CH:7]2[CH2:12][CH2:11][CH2:10][N:9]([C:13]([O:15][C:16]([CH3:17])([CH3:18])[CH3:19])=[O:14])[CH2:8]2)=[CH:4][CH:3]=1, predict the reactants needed to synthesize it. The reactants are: [F:1][C:2]1[CH:21]=[CH:20][C:5]([CH:6]=[C:7]2[CH2:12][CH2:11][CH2:10][N:9]([C:13]([O:15][C:16]([CH3:19])([CH3:18])[CH3:17])=[O:14])[CH2:8]2)=[CH:4][CH:3]=1.[H][H]. (5) Given the product [CH2:1]([NH:8][CH2:13][C@:12]1([OH:14])[CH2:15][CH2:16][CH2:17][C@H:10]([CH3:9])[CH2:11]1)[C:2]1[CH:7]=[CH:6][CH:5]=[CH:4][CH:3]=1, predict the reactants needed to synthesize it. The reactants are: [CH2:1]([NH2:8])[C:2]1[CH:7]=[CH:6][CH:5]=[CH:4][CH:3]=1.[CH3:9][C@H:10]1[CH2:17][CH2:16][CH2:15][C@:12]2([O:14][CH2:13]2)[CH2:11]1. (6) Given the product [CH3:18][O:17][CH2:16][CH2:15][N:4]1[C:3](=[O:19])[C:2]([NH:30][C:20]2[C:29]3[CH2:28][CH2:27][CH2:26][CH2:25][C:24]=3[CH:23]=[CH:22][CH:21]=2)=[C:6]([C:7]2[CH:12]=[CH:11][CH:10]=[CH:9][CH:8]=2)[S:5]1(=[O:14])=[O:13], predict the reactants needed to synthesize it. The reactants are: Cl[C:2]1[C:3](=[O:19])[N:4]([CH2:15][CH2:16][O:17][CH3:18])[S:5](=[O:14])(=[O:13])[C:6]=1[C:7]1[CH:12]=[CH:11][CH:10]=[CH:9][CH:8]=1.[C:20]1([NH2:30])[C:29]2[CH2:28][CH2:27][CH2:26][CH2:25][C:24]=2[CH:23]=[CH:22][CH:21]=1. (7) Given the product [CH3:1][C:2]([CH3:21])([CH3:20])[C:3]([NH:5][C@@H:6]1[CH2:15][C:14]2[CH:13]=[C:12]([C:16]([OH:18])=[O:17])[CH:11]=[CH:10][C:9]=2[CH2:8][CH2:7]1)=[O:4], predict the reactants needed to synthesize it. The reactants are: [CH3:1][C:2]([CH3:21])([CH3:20])[C:3]([NH:5][C@@H:6]1[CH2:15][C:14]2[CH:13]=[C:12]([C:16]([O:18]C)=[O:17])[CH:11]=[CH:10][C:9]=2[CH2:8][CH2:7]1)=[O:4].[OH-].[Li+].